Dataset: Catalyst prediction with 721,799 reactions and 888 catalyst types from USPTO. Task: Predict which catalyst facilitates the given reaction. (1) Reactant: [CH3:1][C:2]1[CH:3]=[C:4]([CH:18]=[CH:19][C:20]=1[CH3:21])[C:5]([C:7]1[C:16](=[O:17])[C:15]2[C:10](=[CH:11][CH:12]=[CH:13][CH:14]=2)[NH:9][CH:8]=1)=[O:6].[H-].[Na+].[CH:24]1([CH2:30]Br)[CH2:29][CH2:28][CH2:27][CH2:26][CH2:25]1.CN(C)C=O. Product: [CH:24]1([CH2:30][N:9]2[C:10]3[C:15](=[CH:14][CH:13]=[CH:12][CH:11]=3)[C:16](=[O:17])[C:7]([C:5](=[O:6])[C:4]3[CH:18]=[CH:19][C:20]([CH3:21])=[C:2]([CH3:1])[CH:3]=3)=[CH:8]2)[CH2:29][CH2:28][CH2:27][CH2:26][CH2:25]1. The catalyst class is: 195. (2) Reactant: C([NH:4][C@@H:5]1[C:11](=[O:12])[O:10][C:8](=[O:9])[CH:7]([CH3:13])[CH2:6]1)(O)=O.CN(C)CCCN.C([NH:24][C@H:25]([C:41]([O:43]C(=O)[C@H](CCCCNC(OCC1C=CC=CC=1)=O)NC(O)=O)=[O:42])[CH2:26][CH2:27][CH2:28][CH2:29][NH:30][C:31]([O:33][CH2:34][C:35]1[CH:40]=[CH:39][CH:38]=[CH:37][CH:36]=1)=[O:32])(O)=[O:22]. Product: [CH3:13][CH:7]([C:8]([OH:9])=[O:22])[CH2:6][C@@H:5]([C:11]([OH:10])=[O:12])[NH2:4].[CH2:34]([O:33][C:31]([NH:30][CH2:29][CH2:28][CH2:27][CH2:26][C@@H:25]([C:41]([OH:43])=[O:42])[NH2:24])=[O:32])[C:35]1[CH:36]=[CH:37][CH:38]=[CH:39][CH:40]=1. The catalyst class is: 26.